Predict the product of the given reaction. From a dataset of Forward reaction prediction with 1.9M reactions from USPTO patents (1976-2016). (1) Given the reactants [Cl:1][C:2]1[C:11]2[C:6](=[CH:7][CH:8]=[CH:9][C:10]=2[O:12][CH:13]2[CH2:18][CH2:17][N:16]([CH3:19])[CH2:15][CH2:14]2)[N:5]=[CH:4][N:3]=1.[NH2:20][C:21]1[CH:22]=[C:23]2[C:27](=[CH:28][CH:29]=1)[NH:26][N:25]=[CH:24]2, predict the reaction product. The product is: [ClH:1].[NH:26]1[C:27]2[C:23](=[CH:22][C:21]([NH:20][C:2]3[C:11]4[C:6](=[CH:7][CH:8]=[CH:9][C:10]=4[O:12][CH:13]4[CH2:18][CH2:17][N:16]([CH3:19])[CH2:15][CH2:14]4)[N:5]=[CH:4][N:3]=3)=[CH:29][CH:28]=2)[CH:24]=[N:25]1. (2) Given the reactants [CH2:1](N(CC)CC)C.[O:8]1[C:12]([C:13]2[CH:18]=[CH:17][C:16]([NH:19][C:20]3[N:21]=[C:22]([N:30]([C:34]4[CH:39]=[CH:38][CH:37]=[CH:36][CH:35]=4)[CH2:31][CH2:32][OH:33])[C:23]4[CH2:29][NH:28][CH2:27][CH2:26][C:24]=4[N:25]=3)=[CH:15][CH:14]=2)=[CH:11][N:10]=[CH:9]1.CI, predict the reaction product. The product is: [CH3:1][N:28]1[CH2:27][CH2:26][C:24]2[N:25]=[C:20]([NH:19][C:16]3[CH:17]=[CH:18][C:13]([C:12]4[O:8][CH:9]=[N:10][CH:11]=4)=[CH:14][CH:15]=3)[N:21]=[C:22]([N:30]([C:34]3[CH:35]=[CH:36][CH:37]=[CH:38][CH:39]=3)[CH2:31][CH2:32][OH:33])[C:23]=2[CH2:29]1.